Dataset: Reaction yield outcomes from USPTO patents with 853,638 reactions. Task: Predict the reaction yield, written as a fraction of the theoretical maximum amount of product (1.0 means a 100% yield; for example, 0.34 means a 34% yield). (1) The product is [CH2:15]([C:12]([CH2:11][S:8]([C:5]1[CH:4]=[CH:3][C:2]([CH3:1])=[CH:7][CH:6]=1)(=[O:10])=[O:9])([CH2:21]/[CH:20]=[CH:22]/[CH3:23])[CH:13]=[O:14])[CH2:16][CH2:17][CH3:18]. The yield is 1.00. The catalyst is C1(C)C=CC=CC=1. The reactants are [CH3:1][C:2]1[CH:7]=[CH:6][C:5]([S:8]([CH2:11][CH:12]([CH2:15][CH2:16][CH2:17][CH3:18])[CH:13]=[O:14])(=[O:10])=[O:9])=[CH:4][CH:3]=1.O[CH:20]([CH:22]=[CH2:23])[CH3:21].C1(C)C=CC(S(O)(=O)=O)=CC=1. (2) The reactants are OC1[CH2:11][CH2:10][C:9]([CH3:13])([CH3:12])[C:8]2[CH:7]=[C:6]([C:14]#[C:15][C:16]3[CH:21]=[CH:20][C:19]([CH2:22][C:23]([O:25][CH3:26])=[O:24])=[CH:18][CH:17]=3)[CH:5]=[CH:4][C:3]1=2.[C:27]([N:34]1[CH:38]=[CH:37][N:36]=[CH:35]1)(N1C=CN=C1)=O. The catalyst is C1COCC1. The product is [N:34]1([CH:27]2[CH2:11][CH2:10][C:9]([CH3:13])([CH3:12])[C:8]3[CH:7]=[C:6]([C:14]#[C:15][C:16]4[CH:21]=[CH:20][C:19]([CH2:22][C:23]([O:25][CH3:26])=[O:24])=[CH:18][CH:17]=4)[CH:5]=[CH:4][C:3]2=3)[CH:38]=[CH:37][N:36]=[CH:35]1. The yield is 0.310. (3) The reactants are [H-].[H-].[H-].[H-].[Li+].[Al+3].[N:7]1([C:13]2[CH:14]=[N:15][CH:16]=[C:17]([CH:22]=2)[C:18](OC)=[O:19])[CH2:12][CH2:11][O:10][CH2:9][CH2:8]1. The catalyst is C1COCC1. The product is [N:7]1([C:13]2[CH:22]=[C:17]([CH2:18][OH:19])[CH:16]=[N:15][CH:14]=2)[CH2:12][CH2:11][O:10][CH2:9][CH2:8]1. The yield is 0.800. (4) The reactants are Br[C:2]1[C:10]2[O:9][CH2:8][CH:7]([C:11]3[CH:16]=[CH:15][C:14]([CH:17]([CH3:19])[CH3:18])=[CH:13][CH:12]=3)[C:6]=2[C:5]([CH3:20])=[C:4]([NH:21][C:22](=[O:28])[CH2:23][C:24]([CH3:27])([CH3:26])[CH3:25])[C:3]=1[CH3:29].[N:30]1[CH:35]=[CH:34][C:33](B(O)O)=[CH:32][CH:31]=1. No catalyst specified. The product is [CH:17]([C:14]1[CH:13]=[CH:12][C:11]([CH:7]2[C:2]3[C:3]([CH3:29])=[C:4]([NH:21][C:22](=[O:28])[CH2:23][C:24]([CH3:26])([CH3:25])[CH3:27])[C:5]([CH3:20])=[C:6]([C:33]4[CH:34]=[CH:35][N:30]=[CH:31][CH:32]=4)[C:10]=3[O:9][CH2:8]2)=[CH:16][CH:15]=1)([CH3:18])[CH3:19]. The yield is 0.720. (5) The reactants are [F:1][C:2]([F:28])([F:27])[C:3]1[CH:8]=[CH:7][C:6]([C:9]2[C:10]([C:15]([NH:17][C:18]3[CH:19]=[C:20]([C:24]([OH:26])=O)[N:21]([CH3:23])[CH:22]=3)=[O:16])=[CH:11][CH:12]=[CH:13][CH:14]=2)=[CH:5][CH:4]=1.[CH2:29]1[C:37]2[C:32](=[CH:33][CH:34]=[CH:35][CH:36]=2)[CH2:31][NH:30]1.CN(C(ON1N=NC2C=CC=CC1=2)=[N+](C)C)C.[B-](F)(F)(F)F.C(N(C(C)C)C(C)C)C. The product is [CH2:29]1[C:37]2[C:32](=[CH:33][CH:34]=[CH:35][CH:36]=2)[CH2:31][N:30]1[C:24]([C:20]1[N:21]([CH3:23])[CH:22]=[C:18]([NH:17][C:15]([C:10]2[C:9]([C:6]3[CH:7]=[CH:8][C:3]([C:2]([F:28])([F:27])[F:1])=[CH:4][CH:5]=3)=[CH:14][CH:13]=[CH:12][CH:11]=2)=[O:16])[CH:19]=1)=[O:26]. The yield is 0.790. The catalyst is CN(C)C=O.ClCCl.C(O)C. (6) The catalyst is ClCCl.CO. The reactants are [C:1]([C:3]1[CH:8]=[CH:7][C:6]([NH:9][CH2:10][C:11](O)=O)=[CH:5][CH:4]=1)#[N:2].[N:14]1[CH:19]=[CH:18][CH:17]=[CH:16][C:15]=1[N:20]([CH2:32][C:33]([O:35][CH2:36][CH3:37])=[O:34])[C:21](=[O:31])[C:22]1[CH:27]=[CH:26][C:25]([NH:28][CH3:29])=[C:24]([NH2:30])[CH:23]=1. The yield is 0.240. The product is [N:14]1[CH:19]=[CH:18][CH:17]=[CH:16][C:15]=1[N:20]([CH2:32][C:33]([O:35][CH2:36][CH3:37])=[O:34])[C:21]([C:22]1[CH:27]=[CH:26][C:25]2[N:28]([CH3:29])[C:11]([CH2:10][NH:9][C:6]3[CH:5]=[CH:4][C:3]([C:1]#[N:2])=[CH:8][CH:7]=3)=[N:30][C:24]=2[CH:23]=1)=[O:31].